From a dataset of Full USPTO retrosynthesis dataset with 1.9M reactions from patents (1976-2016). Predict the reactants needed to synthesize the given product. (1) Given the product [ClH:35].[ClH:35].[NH2:1][C:2]1[C:11]2[N:12]=[C:13]([CH2:20][O:21][CH2:22][CH3:23])[N:14]([CH2:15][C:16]([CH3:18])([OH:19])[CH3:17])[C:10]=2[C:9]2[CH:8]=[CH:7][C:6]([O:24][CH2:25][CH2:26][NH2:27])=[CH:5][C:4]=2[N:3]=1, predict the reactants needed to synthesize it. The reactants are: [NH2:1][C:2]1[C:11]2[N:12]=[C:13]([CH2:20][O:21][CH2:22][CH3:23])[N:14]([CH2:15][C:16]([OH:19])([CH3:18])[CH3:17])[C:10]=2[C:9]2[CH:8]=[CH:7][C:6]([O:24][CH2:25][CH2:26][NH:27]C(=O)OC(C)(C)C)=[CH:5][C:4]=2[N:3]=1.[ClH:35]. (2) Given the product [OH:20][C:19]1[C:1]([CH3:8])=[CH:2][CH:3]=[CH:4][C:5]=1[CH:6]=[O:7], predict the reactants needed to synthesize it. The reactants are: [C:1]1([CH3:8])[C:6]([OH:7])=[CH:5][CH:4]=[CH:3][CH:2]=1.[Cl-].[Mg+2].[Cl-].C(N(CC)CC)C.[CH2:19]=[O:20].Cl.